From a dataset of Forward reaction prediction with 1.9M reactions from USPTO patents (1976-2016). Predict the product of the given reaction. (1) Given the reactants Cl[C:2]1[N:7]=[C:6]([NH:8][C:9]2[NH:13][N:12]=[C:11]([O:14][CH2:15][CH3:16])[CH:10]=2)[C:5]([Cl:17])=[C:4]([Cl:18])[N:3]=1.[F:19][C:20]1[CH:25]=[CH:24][C:23]([C@@H:26]([NH2:28])[CH3:27])=[CH:22][CH:21]=1.C(N(CC)CC)C, predict the reaction product. The product is: [Cl:17][C:5]1[C:6]([NH:8][C:9]2[CH:10]=[C:11]([O:14][CH2:15][CH3:16])[NH:12][N:13]=2)=[N:7][C:2]([NH:28][C@H:26]([C:23]2[CH:24]=[CH:25][C:20]([F:19])=[CH:21][CH:22]=2)[CH3:27])=[N:3][C:4]=1[Cl:18]. (2) Given the reactants Br[C:2]1[CH:3]=[C:4]([CH:29]=[CH:30][CH:31]=1)[C:5]([NH:7][C:8]1[N:9]=[N:10][C:11]([N:14]2[C:18]([C:19]([F:22])([F:21])[F:20])=[CH:17][C:16]([C:23]3[CH:24]=[N:25][CH:26]=[CH:27][CH:28]=3)=[N:15]2)=[CH:12][CH:13]=1)=[O:6].C([Sn](CCCC)(CCCC)[C:37]1[CH:42]=[CH:41][CH:40]=[CH:39][N:38]=1)CCC, predict the reaction product. The product is: [N:38]1[CH:39]=[CH:40][CH:41]=[CH:42][C:37]=1[C:2]1[CH:3]=[C:4]([CH:29]=[CH:30][CH:31]=1)[C:5]([NH:7][C:8]1[N:9]=[N:10][C:11]([N:14]2[C:18]([C:19]([F:21])([F:20])[F:22])=[CH:17][C:16]([C:23]3[CH:24]=[N:25][CH:26]=[CH:27][CH:28]=3)=[N:15]2)=[CH:12][CH:13]=1)=[O:6]. (3) Given the reactants [NH2:1][CH2:2][C:3]1[CH:8]=[CH:7][CH:6]=[CH:5][N:4]=1.[Cl:9][C:10]1[CH:11]=[C:12]2[C:20](=[O:21])[C:19]3[CH:22]=[C:23]([CH2:26][S:27](N(C)C4C=CC=CC=4)(=[O:29])=[O:28])[CH:24]=[CH:25][C:18]=3[CH:17]=[CH:16][C:13]2=[N:14][CH:15]=1.C(=O)([O-])O.[Na+], predict the reaction product. The product is: [Cl:9][C:10]1[CH:11]=[C:12]2[C:20](=[O:21])[C:19]3[CH:22]=[C:23]([CH2:26][S:27]([NH:1][CH2:2][C:3]4[CH:8]=[CH:7][CH:6]=[CH:5][N:4]=4)(=[O:29])=[O:28])[CH:24]=[CH:25][C:18]=3[CH:17]=[CH:16][C:13]2=[N:14][CH:15]=1.